Predict the reaction yield, written as a fraction of the theoretical maximum amount of product (1.0 means a 100% yield; for example, 0.34 means a 34% yield). From a dataset of Reaction yield outcomes from USPTO patents with 853,638 reactions. (1) The reactants are [CH:1](OCC)(OCC)OCC.[OH:11][NH:12][C:13](=[NH:23])[C:14]1[CH:19]=[CH:18][C:17]([N+:20]([O-:22])=[O:21])=[CH:16][CH:15]=1. The catalyst is C1COCC1. The product is [N+:20]([C:17]1[CH:16]=[CH:15][C:14]([C:13]2[N:23]=[CH:1][O:11][N:12]=2)=[CH:19][CH:18]=1)([O-:22])=[O:21]. The yield is 0.550. (2) The reactants are [I:1][C:2]1[C:10]2[CH2:9][CH2:8][CH2:7][CH2:6][C:5]=2[NH:4][N:3]=1.[CH3:11]C([O-])(C)C.[K+].CI. The catalyst is C1COCC1. The product is [I:1][C:2]1[C:10]2[CH2:9][CH2:8][CH2:7][CH2:6][C:5]=2[N:4]([CH3:11])[N:3]=1. The yield is 0.800. (3) The reactants are Br[C:2]1[CH:3]=[N:4][C:5]([N:8]2[CH2:13][CH2:12][O:11][C@H:10]([CH2:14][N:15]3[C:19]4=[N:20][C:21]([C:24]5[CH:25]=[N:26][N:27]([CH3:29])[CH:28]=5)=[CH:22][N:23]=[C:18]4[N:17]=[N:16]3)[CH2:9]2)=[N:6][CH:7]=1.[CH3:30][N:31]1[CH2:36][CH2:35][N:34]([CH2:37][CH2:38][O:39][C:40]2[CH:45]=[CH:44][C:43](B3OC(C)(C)C(C)(C)O3)=[CH:42][CH:41]=2)[CH2:33][CH2:32]1.C([O-])([O-])=O.[Na+].[Na+]. The catalyst is O1CCOCC1.C1C=CC(P(C2C=CC=CC=2)C2C=CC=CC=2)=CC=1.C1C=CC(P(C2C=CC=CC=2)C2C=CC=CC=2)=CC=1.C1C=CC(P(C2C=CC=CC=2)C2C=CC=CC=2)=CC=1.C1C=CC(P(C2C=CC=CC=2)C2C=CC=CC=2)=CC=1.[Pd]. The product is [CH3:29][N:27]1[CH:28]=[C:24]([C:21]2[N:20]=[C:19]3[N:15]([CH2:14][C@H:10]4[O:11][CH2:12][CH2:13][N:8]([C:5]5[N:4]=[CH:3][C:2]([C:43]6[CH:44]=[CH:45][C:40]([O:39][CH2:38][CH2:37][N:34]7[CH2:33][CH2:32][N:31]([CH3:30])[CH2:36][CH2:35]7)=[CH:41][CH:42]=6)=[CH:7][N:6]=5)[CH2:9]4)[N:16]=[N:17][C:18]3=[N:23][CH:22]=2)[CH:25]=[N:26]1. The yield is 0.0400.